Task: Predict which catalyst facilitates the given reaction.. Dataset: Catalyst prediction with 721,799 reactions and 888 catalyst types from USPTO Reactant: [NH:1]1[C:9]2[C:4](=[CH:5][C:6]([CH:10]=[O:11])=[CH:7][CH:8]=2)[CH:3]=[CH:2]1.[OH-].[K+].[F:14][C:15]1[CH:22]=[CH:21][C:18]([CH2:19]Br)=[CH:17][CH:16]=1.O. Product: [F:14][C:15]1[CH:22]=[CH:21][C:18]([CH2:19][N:1]2[C:9]3[C:4](=[CH:5][C:6]([CH:10]=[O:11])=[CH:7][CH:8]=3)[CH:3]=[CH:2]2)=[CH:17][CH:16]=1. The catalyst class is: 3.